Dataset: Forward reaction prediction with 1.9M reactions from USPTO patents (1976-2016). Task: Predict the product of the given reaction. (1) Given the reactants [Cl:1][C:2]1[CH:3]=[C:4]([N:8]2[C:13](=[O:14])[C:12]([CH2:15][CH2:16][CH:17]([CH3:19])[CH3:18])=[C:11]([C:20]3[CH:25]=[CH:24][C:23]([S:26](C)(=[O:28])=[O:27])=[CH:22][CH:21]=3)[CH:10]=[N:9]2)[CH:5]=[CH:6][CH:7]=1.[NH3:30], predict the reaction product. The product is: [Cl:1][C:2]1[CH:3]=[C:4]([N:8]2[C:13](=[O:14])[C:12]([CH2:15][CH2:16][CH:17]([CH3:19])[CH3:18])=[C:11]([C:20]3[CH:25]=[CH:24][C:23]([S:26]([NH2:30])(=[O:28])=[O:27])=[CH:22][CH:21]=3)[CH:10]=[N:9]2)[CH:5]=[CH:6][CH:7]=1. (2) The product is: [NH2:14][C:15]1[CH:16]=[C:17]([CH:21]2[CH2:26][CH2:25][N:24]([C:5](=[O:6])[CH2:4][N:2]([CH3:3])[CH3:1])[CH2:23][CH2:22]2)[CH:18]=[CH:19][CH:20]=1. Given the reactants [CH3:1][N:2]([CH2:4][C:5](Cl)=[O:6])[CH3:3].C(OC(=O)[NH:14][C:15]1[CH:20]=[CH:19][CH:18]=[C:17]([CH:21]2[CH2:26][CH2:25][NH:24][CH2:23][CH2:22]2)[CH:16]=1)(C)(C)C.C(N(CC)CC)C.C(O)(C(F)(F)F)=O, predict the reaction product. (3) Given the reactants [F:1][C:2]([F:39])([F:38])[O:3][C:4]1[CH:9]=[CH:8][C:7]([S:10]([N:13]2[CH2:18][CH2:17][C:16](=[N:19][O:20][CH2:21][C@@H:22]3[CH2:30][C:29]4[C:24](=[CH:25][CH:26]=[CH:27][CH:28]=4)[N:23]3C(OC(C)(C)C)=O)[CH2:15][CH2:14]2)(=[O:12])=[O:11])=[CH:6][CH:5]=1.FC(F)(F)C(O)=O, predict the reaction product. The product is: [NH:23]1[C:24]2[C:29](=[CH:28][CH:27]=[CH:26][CH:25]=2)[CH2:30][C@H:22]1[CH2:21][O:20][N:19]=[C:16]1[CH2:15][CH2:14][N:13]([S:10]([C:7]2[CH:6]=[CH:5][C:4]([O:3][C:2]([F:1])([F:39])[F:38])=[CH:9][CH:8]=2)(=[O:12])=[O:11])[CH2:18][CH2:17]1. (4) Given the reactants [Cl:1][C:2]1[N:7]2[N:8]=[C:9]([C:11]3[CH:16]=[CH:15][CH:14]=[CH:13][C:12]=3[Cl:17])[CH:10]=[C:6]2[N:5]=[CH:4][CH:3]=1.[I:18]N1C(=O)CCC1=O, predict the reaction product. The product is: [Cl:1][C:2]1[N:7]2[N:8]=[C:9]([C:11]3[CH:16]=[CH:15][CH:14]=[CH:13][C:12]=3[Cl:17])[C:10]([I:18])=[C:6]2[N:5]=[CH:4][CH:3]=1. (5) Given the reactants [Br:1][C:2]1[N:3]=[C:4]([O:9][CH3:10])[C:5]([NH2:8])=[N:6][CH:7]=1.[Cl:11][C:12]1[CH:13]=[C:14]([S:18](Cl)(=[O:20])=[O:19])[CH:15]=[CH:16][CH:17]=1, predict the reaction product. The product is: [Br:1][C:2]1[N:3]=[C:4]([O:9][CH3:10])[C:5]([NH:8][S:18]([C:14]2[CH:15]=[CH:16][CH:17]=[C:12]([Cl:11])[CH:13]=2)(=[O:20])=[O:19])=[N:6][CH:7]=1. (6) The product is: [CH3:32][N:2]([CH3:1])[C:3]([C:5]1[CH:10]=[C:9]([CH:11]=[O:35])[CH:8]=[CH:7][C:6]=1[NH:13][C:14]([C:16]1[C:17]([C:22]2[CH:27]=[CH:26][C:25]([C:28]([F:31])([F:29])[F:30])=[CH:24][CH:23]=2)=[CH:18][CH:19]=[CH:20][CH:21]=1)=[O:15])=[O:4]. Given the reactants [CH3:1][N:2]([CH3:32])[C:3]([C:5]1[CH:10]=[C:9]([CH:11]=C)[CH:8]=[CH:7][C:6]=1[NH:13][C:14]([C:16]1[C:17]([C:22]2[CH:27]=[CH:26][C:25]([C:28]([F:31])([F:30])[F:29])=[CH:24][CH:23]=2)=[CH:18][CH:19]=[CH:20][CH:21]=1)=[O:15])=[O:4].O.I([O-])(=O)(=O)=[O:35].[Na+], predict the reaction product.